From a dataset of Experimentally validated miRNA-target interactions with 360,000+ pairs, plus equal number of negative samples. Binary Classification. Given a miRNA mature sequence and a target amino acid sequence, predict their likelihood of interaction. (1) The miRNA is hsa-miR-8085 with sequence UGGGAGAGAGGACUGUGAGGC. The protein sequence of the target gene is MSDYSTGGPPPGPPPPAGGGGGAGGAGGGPPPGPPGAGDRGGGGPGGGGPGGGSAGGPSQPPGGGGPGIRKDAFADAVQRARQIAAKIGGDAATTVNNSTPDFGFGGQKRQLEDGDQPESKKLASQGDSISSQLGPIHPPPRTSMTEEYRVPDGMVGLIIGRGGEQINKIQQDSGCKVQISPDSGGLPERSVSLTGAPESVQKAKMMLDDIVSRGRGGPPGQFHDNANGGQNGTVQEIMIPAGKAGLVIGKGGETIKQLQERAGVKMILIQDGSQNTNVDKPLRIIGDPYKVQQACEMVM.... Result: 1 (interaction). (2) The miRNA is hsa-miR-3921 with sequence UCUCUGAGUACCAUAUGCCUUGU. The protein sequence of the target gene is MFLYNLTLQRATGISFAIHGNFSGTKQQEIVVSRGKILELLRPDPNTGKVHTLLTVEVFGVIRSLMAFRLTGGTKDYIVVGSDSGRIVILEYQPSKNMFEKIHQETFGKSGCRRIVPGQFLAVDPKGRAVMISAIEKQKLVYILNRDAAARLTISSPLEAHKANTLVYHVVGVDVGFENPMFACLEMDYEEADNDPTGEAAANTQQTLTFYELDLGLNHVVRKYSEPLEEHGNFLITVPGGSDGPSGVLICSENYITYKNFGDQPDIRCPIPRRRNDLDDPERGMIFVCSATHKTKSMFF.... Result: 0 (no interaction). (3) The miRNA is mmu-miR-378a-5p with sequence CUCCUGACUCCAGGUCCUGUGU. The protein sequence of the target gene is MAASKPVEAAVVAAAVPSSGSGVGGGGTAGPGTGGLPRWQLALAVGAPLLLGAGAIYLWSRQQRRREARGRGDASGLKRNSERKTPEGRASPAPGSGHPEGPGAHLDMNSLDRAQAAKNKGNKYFKAGKYEQAIQCYTEAISLCPTEKNVDLSTFYQNRAAAFEQLQKWKEVAQDCTKAVELNPKYVKALFRRAKAHEKLDNKKECLEDVTAVCILEGFQNQQSMLLADKVLKLLGKEKAKEKYKNREPLMPSPQFIKSYFSSFTDDIISQPMLKGEKSDEDKDKEGEALEVKENSGYLK.... Result: 0 (no interaction). (4) The miRNA is hsa-miR-378h with sequence ACUGGACUUGGUGUCAGAUGG. The protein sequence of the target gene is MPRKAASPEEAAGEPGPEEMEAGRPRPVLRSVNSREPSQVIFCNRSPRVVLPLWLNFDGEPQPYPILPPGTGRRIHSYRGHLWLFRDAGTHDGLLVNQTELFVPSLNVDGQPIFANITLPVYTLKERCLQVVRSLVKPENYRRLDIVRSLYEDLEDYPSVRKDIQRLSQEHLESQHLEEEP. Result: 0 (no interaction). (5) The miRNA is hsa-miR-4789-3p with sequence CACACAUAGCAGGUGUAUAUA. The protein sequence of the target gene is MFLWLFLILSALISSTNADSDISVEICNVCSCVSVENVLYVNCEKVSVYRPNQLKPPWSNFYHLNFQNNFLNILYPNTFLNFSHAVSLHLGNNKLQNIEGGAFLGLSALKQLHLNNNELKILRADTFLGIENLEYLQADYNLIKYIERGAFNKLHKLKVLILNDNLISFLPDNIFRFASLTHLDIRGNRIQKLPYIGVLEHIGRVVELQLEDNPWNCSCDLLPLKAWLENMPYNIYIGEAICETPSDLYGRLLKETNKQELCPMGTGSDFDVRILPPSQLENGYTTPNGHTTQTSLHRLV.... Result: 1 (interaction). (6) The miRNA is ath-miR167a-5p with sequence UGAAGCUGCCAGCAUGAUCUA. The protein sequence of the target gene is MAFASEDNVYHSSNAVYRAPSNHQEADQEALLGKLLDYPAPGLQRPEDRFNGAYIIFFCLGIGGLLPWNFFVTAKEYWAYKLRNCSSPASGEDPEDMDILNYFESYLAVASTVPSLLFLVANFLLVNRVQVHVRVLASLSVSLAIFVVMIVLVKVDTSSWTRGFFSLTIACMAIISSSSTIFNSSVYGLTGSFPMRNAQALISGGAMGGTVSAVALLVDLAASSDVRDSTLAFFLMAAVFLGLCMGLYLLLSQLEYARYYMRPVAPVRVFSGEDNPSQDAPSASSVAPASRVMHTPPLGP.... Result: 0 (no interaction). (7) The protein sequence of the target gene is MRWAAATLRGKARPRGRAGVTTPAPGNRTGTCAKLRLPPQATFQVLRGNGASVGTVLMFRCPSNHQMVGSGLLTCTWKGSIAEWSSGSPVCKLVPPHETFGFKVAVIASIVSCAIILLMSMAFLTCCLLKCVKKSKRRRSNRSAQLWSQLKDEDLETVQAAYLGLKHFNKPVSGPSQAHDNHSFTTDHGESTSKLASVTRSVDKDPGIPRALSLSGSSSSPQAQVMVHMANPRQPLPASGLATGMPQQPAAYALG. Result: 0 (no interaction). The miRNA is dme-miR-310-3p with sequence UAUUGCACACUUCCCGGCCUUU. (8) The miRNA is mmu-miR-19a-3p with sequence UGUGCAAAUCUAUGCAAAACUGA. The protein sequence of the target gene is MGLPTVPGLLLSLVLLALLMGIHPSGVTGLVPSLGDREKRDSLCPQGKYVHSKNNSICCTKCHKGTYLVSDCPSPGRDTVCRECEKGTFTASQNYLRQCLSCKTCRKEMSQVEISPCQADKDTVCGCKENQFQRYLSETHFQCVDCSPCFNGTVTIPCKETQNTVCNCHAGFFLRESECVPCSHCKKNEECMKLCLPPPLANVTNPQDSGTAVLLPLVILLGLCLLSFIFISLMCRYPRWRPEVYSIICRDPVPVKEEKAGKPLTPAPSPAFSPTSGFNPTLGFSTPGFSSPVSSTPISP.... Result: 0 (no interaction). (9) The miRNA is hsa-miR-4641 with sequence UGCCCAUGCCAUACUUUUGCCUCA. The protein sequence of the target gene is MDEVYLYSDATTSKIARTVTQKLGFSKASSSGTRLHRGYVEEATLEDKPSQTSHIVFVVHGIGQKMDQGRIIKNTAMMREAARKMEEKHFSNHATHVEFLPVEWRSKLTLDGDTVDSITPDKVRGLRDMLNSSAMDIMYYTSPLYRDELVKGLQQELNRLYSLFCSRNPDFEEKGGKVSIVSHSLGCVITYDIMMGWNPGGLYEQLLQKEEELPDERWMSYEERHLLDELYITKRRLREIEDRLHGLKAPSISQTPALKFKVENFFCMGSPLAVFLALRGIRPGNSGSQDHILPREICNR.... Result: 0 (no interaction).